This data is from Forward reaction prediction with 1.9M reactions from USPTO patents (1976-2016). The task is: Predict the product of the given reaction. (1) Given the reactants Br[C:2]1[CH:3]=[N:4][C:5]2[N:6]([N:8]=[CH:9][CH:10]=2)[CH:7]=1.[OH-:11].[K+], predict the reaction product. The product is: [N:8]1[N:6]2[CH:7]=[C:2]([OH:11])[CH:3]=[N:4][C:5]2=[CH:10][CH:9]=1. (2) Given the reactants Br[CH2:2]CCCCC(Cl)=O.Br[CH2:11][CH2:12][CH2:13][CH2:14][CH:15]1[NH:24][C:23](=[O:25])[C:22]2[C:17](=[CH:18][C:19]([O:26][CH3:27])=[CH:20][CH:21]=2)[N:16]1[C:28]1[CH:33]=[CH:32][CH:31]=[CH:30][CH:29]=1.C(=O)([O-])[O-].[Cs+].[Cs+], predict the reaction product. The product is: [CH3:27][O:26][C:19]1[CH:18]=[C:17]2[C:22]([C:23](=[O:25])[N:24]3[CH2:2][CH2:11][CH2:12][CH2:13][CH2:14][CH:15]3[N:16]2[C:28]2[CH:33]=[CH:32][CH:31]=[CH:30][CH:29]=2)=[CH:21][CH:20]=1. (3) Given the reactants [Cl:1][C:2]1[C:3]([F:15])=[C:4]([NH:8][CH2:9][C:10]2[NH:11][CH:12]=[N:13][CH:14]=2)[CH:5]=[CH:6][CH:7]=1.[CH:16](=O)[CH3:17].C([BH3-])#N.[Na+], predict the reaction product. The product is: [Cl:1][C:2]1[C:3]([F:15])=[C:4]([N:8]([CH2:16][CH3:17])[CH2:9][C:10]2[NH:11][CH:12]=[N:13][CH:14]=2)[CH:5]=[CH:6][CH:7]=1.